From a dataset of NCI-60 drug combinations with 297,098 pairs across 59 cell lines. Regression. Given two drug SMILES strings and cell line genomic features, predict the synergy score measuring deviation from expected non-interaction effect. (1) Drug 1: CC1CCC2CC(C(=CC=CC=CC(CC(C(=O)C(C(C(=CC(C(=O)CC(OC(=O)C3CCCCN3C(=O)C(=O)C1(O2)O)C(C)CC4CCC(C(C4)OC)O)C)C)O)OC)C)C)C)OC. Drug 2: C(CCl)NC(=O)N(CCCl)N=O. Cell line: HS 578T. Synergy scores: CSS=31.6, Synergy_ZIP=-3.75, Synergy_Bliss=4.65, Synergy_Loewe=5.46, Synergy_HSA=5.79. (2) Drug 1: C1CC(=O)NC(=O)C1N2CC3=C(C2=O)C=CC=C3N. Cell line: ACHN. Drug 2: CN(C(=O)NC(C=O)C(C(C(CO)O)O)O)N=O. Synergy scores: CSS=3.76, Synergy_ZIP=-1.70, Synergy_Bliss=-0.268, Synergy_Loewe=-31.1, Synergy_HSA=0.0777. (3) Drug 1: CC1C(C(CC(O1)OC2CC(CC3=C2C(=C4C(=C3O)C(=O)C5=C(C4=O)C(=CC=C5)OC)O)(C(=O)CO)O)N)O.Cl. Drug 2: COC1=C(C=C2C(=C1)N=CN=C2NC3=CC(=C(C=C3)F)Cl)OCCCN4CCOCC4. Cell line: NCI-H226. Synergy scores: CSS=-2.72, Synergy_ZIP=-0.121, Synergy_Bliss=-1.09, Synergy_Loewe=-3.49, Synergy_HSA=-2.46. (4) Drug 1: CS(=O)(=O)OCCCCOS(=O)(=O)C. Drug 2: COC1=C2C(=CC3=C1OC=C3)C=CC(=O)O2. Cell line: OVCAR3. Synergy scores: CSS=1.30, Synergy_ZIP=-1.47, Synergy_Bliss=-2.04, Synergy_Loewe=-0.634, Synergy_HSA=-1.67. (5) Drug 1: CN1CCC(CC1)COC2=C(C=C3C(=C2)N=CN=C3NC4=C(C=C(C=C4)Br)F)OC. Drug 2: CCC(=C(C1=CC=CC=C1)C2=CC=C(C=C2)OCCN(C)C)C3=CC=CC=C3.C(C(=O)O)C(CC(=O)O)(C(=O)O)O. Cell line: HT29. Synergy scores: CSS=9.37, Synergy_ZIP=1.38, Synergy_Bliss=4.66, Synergy_Loewe=1.24, Synergy_HSA=1.59.